From a dataset of Catalyst prediction with 721,799 reactions and 888 catalyst types from USPTO. Predict which catalyst facilitates the given reaction. Reactant: [NH:1]1[C:9]2[CH2:8][CH2:7][CH2:6][C:5](=[N:10]O)[C:4]=2[CH:3]=[CH:2]1.CC(C[AlH]CC(C)C)C.[F-].[Na+].O. Product: [NH:1]1[C:9]2[CH2:8][CH2:7][CH2:6][CH2:5][NH:10][C:4]=2[CH:3]=[CH:2]1. The catalyst class is: 2.